Task: Predict the product of the given reaction.. Dataset: Forward reaction prediction with 1.9M reactions from USPTO patents (1976-2016) (1) Given the reactants [C:1]1([NH:7]N)[CH:6]=[CH:5][CH:4]=[CH:3][CH:2]=1.Cl.[CH3:10][N:11]1[CH2:16][CH2:15][C:14](=O)[CH2:13][CH2:12]1.[OH-].[Na+].[Na+].[Cl-], predict the reaction product. The product is: [CH3:10][N:11]1[CH2:16][CH2:15][C:14]2[NH:7][C:1]3[CH:6]=[CH:5][CH:4]=[CH:3][C:2]=3[C:13]=2[CH2:12]1. (2) Given the reactants [CH2:1]([O:8][C:9](=[O:19])[CH2:10][CH2:11][C:12]1[CH:17]=[CH:16][C:15]([OH:18])=[CH:14][CH:13]=1)[C:2]1[CH:7]=[CH:6][CH:5]=[CH:4][CH:3]=1.[Cl:20]N1C(=O)N(Cl)C(=O)N(Cl)C1=O, predict the reaction product. The product is: [CH2:1]([O:8][C:9](=[O:19])[CH2:10][CH2:11][C:12]1[CH:13]=[CH:14][C:15]([OH:18])=[C:16]([Cl:20])[CH:17]=1)[C:2]1[CH:3]=[CH:4][CH:5]=[CH:6][CH:7]=1. (3) Given the reactants C1(=O)[N:5]([CH2:6][CH2:7][C:8](=[N:24][OH:25])[C:9]([CH3:23])([CH3:22])[NH:10][CH2:11][CH2:12][O:13][NH:14][C:15]([CH3:21])([CH3:20])[C:16](=[N:18][OH:19])[CH3:17])C(=O)C2=CC=CC=C12.NN, predict the reaction product. The product is: [NH2:5][CH2:6][CH2:7][C:8](=[N:24][OH:25])[C:9]([CH3:23])([CH3:22])[NH:10][CH2:11][CH2:12][O:13][NH:14][C:15]([CH3:20])([CH3:21])[C:16](=[N:18][OH:19])[CH3:17]. (4) Given the reactants [C:1]1([S:7](Cl)(=[O:9])=[O:8])[CH:6]=[CH:5][CH:4]=[CH:3][CH:2]=1.[NH2:11][C:12]1[CH:17]=[CH:16][CH:15]=[C:14]([S:18][CH2:19][CH2:20][C:21]2[CH:26]=[CH:25][C:24]([C:27]#[N:28])=[CH:23][CH:22]=2)[CH:13]=1.Cl, predict the reaction product. The product is: [C:27]([C:24]1[CH:25]=[CH:26][C:21]([CH2:20][CH2:19][S:18][C:14]2[CH:13]=[C:12]([NH:11][S:7]([C:1]3[CH:6]=[CH:5][CH:4]=[CH:3][CH:2]=3)(=[O:9])=[O:8])[CH:17]=[CH:16][CH:15]=2)=[CH:22][CH:23]=1)#[N:28]. (5) Given the reactants Br[C:2]1[CH:10]=[C:9]2[C:5]([CH:6]=[N:7][NH:8]2)=[CH:4][CH:3]=1.[CH2:11]([Sn](CCCC)(CCCC)C=C)[CH2:12]CC, predict the reaction product. The product is: [CH:11]([C:2]1[CH:10]=[C:9]2[C:5]([CH:6]=[N:7][NH:8]2)=[CH:4][CH:3]=1)=[CH2:12]. (6) Given the reactants Cl.[Cl:2][C:3]1[CH:16]=[CH:15][C:14]2S[C:12]3[C:7](=[CH:8][CH:9]=[CH:10][CH:11]=3)[N:6]([CH2:17][CH2:18][CH2:19][NH2:20])[C:5]=2[CH:4]=1.[CH3:21][CH2:22]N(CC)CC.[CH3:28][C:29]1[CH:34]=[CH:33][CH:32]=[CH:31][C:30]=1[S:35](Cl)(=[O:37])=[O:36].[Na+].[Cl-], predict the reaction product. The product is: [Cl:2][C:3]1[CH:16]=[CH:15][C:14]2[CH2:22][CH2:21][C:12]3[CH:11]=[CH:10][CH:9]=[CH:8][C:7]=3[N:6]([CH2:17][CH2:18][CH2:19][NH:20][S:35]([C:30]3[CH:31]=[CH:32][CH:33]=[CH:34][C:29]=3[CH3:28])(=[O:37])=[O:36])[C:5]=2[CH:4]=1. (7) Given the reactants [O:1]1CCCO[CH:2]1[C:7]1[CH:12]=[CH:11][C:10]([C:13]2[S:14][C:15]3[C:20]([N:21]=2)=[CH:19][CH:18]=[C:17]([C:22]2([C:25]4[CH:30]=[CH:29][C:28]([O:31][CH2:32][C:33]5[CH:38]=[CH:37][CH:36]=[CH:35][CH:34]=5)=[CH:27][CH:26]=4)[CH2:24][CH2:23]2)[N:16]=3)=[C:9]([F:39])[CH:8]=1, predict the reaction product. The product is: [CH2:32]([O:31][C:28]1[CH:27]=[CH:26][C:25]([C:22]2([C:17]3[N:16]=[C:15]4[S:14][C:13]([C:10]5[CH:11]=[CH:12][C:7]([CH:2]=[O:1])=[CH:8][C:9]=5[F:39])=[N:21][C:20]4=[CH:19][CH:18]=3)[CH2:23][CH2:24]2)=[CH:30][CH:29]=1)[C:33]1[CH:38]=[CH:37][CH:36]=[CH:35][CH:34]=1. (8) Given the reactants [C:1]([C:3]1[CH:8]=[CH:7][C:6]([NH2:9])=[CH:5][CH:4]=1)#[CH:2].[CH2:10]([O:12][C:13](=[O:17])/[CH:14]=[CH:15]\I)[CH3:11], predict the reaction product. The product is: [CH2:10]([O:12][C:13](=[O:17])[CH:14]=[CH:15][C:2]#[C:1][C:3]1[CH:8]=[CH:7][C:6]([NH2:9])=[CH:5][CH:4]=1)[CH3:11].